From a dataset of Catalyst prediction with 721,799 reactions and 888 catalyst types from USPTO. Predict which catalyst facilitates the given reaction. Reactant: FC(F)(F)C(O)=O.C(OC(=O)[NH:14][CH:15]1[CH2:20][CH2:19][N:18]([CH2:21][CH2:22][S:23][C:24]2[CH:33]=[N:32][C:31]3[C:26](=[CH:27][C:28]([O:34][CH3:35])=[CH:29][CH:30]=3)[N:25]=2)[CH2:17][CH2:16]1)(C)(C)C. Product: [CH3:35][O:34][C:28]1[CH:27]=[C:26]2[C:31]([N:32]=[CH:33][C:24]([S:23][CH2:22][CH2:21][N:18]3[CH2:17][CH2:16][CH:15]([NH2:14])[CH2:20][CH2:19]3)=[N:25]2)=[CH:30][CH:29]=1. The catalyst class is: 4.